From a dataset of Catalyst prediction with 721,799 reactions and 888 catalyst types from USPTO. Predict which catalyst facilitates the given reaction. (1) Reactant: [F:1][C:2]([F:23])([F:22])[C:3]1[CH:8]=[CH:7][N:6]=[C:5]([C:9]2[CH:14]=[CH:13][C:12]([C:15]3[N:19]=[N:18][NH:17][C:16]=3[C:20]#[N:21])=[CH:11][CH:10]=2)[N:4]=1.[CH2:24]([O:31][C:32](=[O:44])[CH2:33][C:34]([O:37][C:38]([O:40][CH:41](Cl)[CH3:42])=[O:39])([CH3:36])[CH3:35])[C:25]1[CH:30]=[CH:29][CH:28]=[CH:27][CH:26]=1.C(=O)(O)[O-].[Na+].O. Product: [CH2:24]([O:31][C:32](=[O:44])[CH2:33][C:34]([O:37][C:38]([O:40][CH:41]([N:18]1[N:17]=[C:16]([C:20]#[N:21])[C:15]([C:12]2[CH:11]=[CH:10][C:9]([C:5]3[N:4]=[C:3]([C:2]([F:1])([F:22])[F:23])[CH:8]=[CH:7][N:6]=3)=[CH:14][CH:13]=2)=[N:19]1)[CH3:42])=[O:39])([CH3:36])[CH3:35])[C:25]1[CH:26]=[CH:27][CH:28]=[CH:29][CH:30]=1. The catalyst class is: 3. (2) Reactant: [N+:1]([CH:4]([C:7](=O)[CH2:8][CH2:9][CH2:10][CH2:11][CH2:12][C:13]1[CH:18]=[CH:17][CH:16]=[CH:15][CH:14]=1)[CH2:5][CH3:6])([O-])=O.Cl.[N:21]#[C:22][NH2:23]. Product: [CH2:5]([C:4]1[NH:1][C:22]([NH2:23])=[N:21][C:7]=1[CH2:8][CH2:9][CH2:10][CH2:11][CH2:12][C:13]1[CH:18]=[CH:17][CH:16]=[CH:15][CH:14]=1)[CH3:6]. The catalyst class is: 45. (3) Product: [Br:9][C:10]1[CH:11]=[C:12]([CH:13]2[C:21]([C:22]([O:24][CH3:25])=[O:23])=[C:20]([CH3:26])[NH:19][C:5]3[CH2:6][O:1][CH2:2][C:3](=[O:8])[C:4]2=3)[CH:15]=[CH:16][C:17]=1[CH3:18]. The catalyst class is: 5. Reactant: [O:1]1[CH2:6][C:5](=O)[CH2:4][C:3](=[O:8])[CH2:2]1.[Br:9][C:10]1[CH:11]=[C:12]([CH:15]=[CH:16][C:17]=1[CH3:18])[CH:13]=O.[NH2:19]/[C:20](/[CH3:26])=[CH:21]\[C:22]([O:24][CH3:25])=[O:23]. (4) Reactant: [NH2:1][C:2]1[C:3]([C:7]2[N:8]([C:24]3[CH:29]=[CH:28][CH:27]=[CH:26][CH:25]=3)[C:9]3[C:14]([C:15]4[CH:22]=[CH:21][C:18]([CH:19]=O)=[CH:17][CH:16]=4)=[CH:13][N:12]=[CH:11][C:10]=3[N:23]=2)=[N:4][O:5][N:6]=1.[CH2:30]([NH2:32])[CH3:31].C(O[BH-](OC(=O)C)OC(=O)C)(=O)C.[Na+].C(O)(=O)C. Product: [CH2:30]([NH:32][CH2:19][C:18]1[CH:21]=[CH:22][C:15]([C:14]2[C:9]3[N:8]([C:24]4[CH:25]=[CH:26][CH:27]=[CH:28][CH:29]=4)[C:7]([C:3]4[C:2]([NH2:1])=[N:6][O:5][N:4]=4)=[N:23][C:10]=3[CH:11]=[N:12][CH:13]=2)=[CH:16][CH:17]=1)[CH3:31]. The catalyst class is: 2. (5) Product: [NH2:38][C:33]1[CH:34]=[CH:35][CH:36]=[CH:37][C:32]=1[NH:31][C@@H:26]([C:27]([CH3:30])([CH3:29])[CH3:28])[C:25]([N:18]1[CH2:17][CH2:16][C:15]2[C:20](=[CH:21][C:22]([O:23][CH3:24])=[C:13]([O:12][CH3:11])[CH:14]=2)[CH2:19]1)=[O:41]. The catalyst class is: 150. Reactant: C(O)C.[Cl-].[NH4+].O1CCCC1.[CH3:11][O:12][C:13]1[CH:14]=[C:15]2[C:20](=[CH:21][C:22]=1[O:23][CH3:24])[CH2:19][N:18]([C:25](=[O:41])[C@@H:26]([NH:31][C:32]1[CH:37]=[CH:36][CH:35]=[CH:34][C:33]=1[N+:38]([O-])=O)[C:27]([CH3:30])([CH3:29])[CH3:28])[CH2:17][CH2:16]2. (6) Reactant: [NH2:1][C:2]1[NH:7][C:6](=[O:8])[N:5]([CH2:9][C:10]2[CH:15]=[CH:14][CH:13]=[CH:12][CH:11]=2)[C:4](=[O:16])[C:3]=1[N:17]=O.[H][H]. Product: [CH2:9]([N:5]1[C:4](=[O:16])[C:3]([NH2:17])=[C:2]([NH2:1])[NH:7][C:6]1=[O:8])[C:10]1[CH:11]=[CH:12][CH:13]=[CH:14][CH:15]=1. The catalyst class is: 856. (7) Reactant: [CH3:1][S:2](Cl)(=[O:4])=[O:3].[OH:6][CH:7]([CH3:21])[CH:8]([N:10]1[C:18](=[O:19])[C:17]2[C:12](=[CH:13][CH:14]=[CH:15][CH:16]=2)[C:11]1=[O:20])[CH3:9].C(N(CC)CC)C. Product: [CH3:9][CH:8]([N:10]1[C:18](=[O:19])[C:17]2[C:12](=[CH:13][CH:14]=[CH:15][CH:16]=2)[C:11]1=[O:20])[CH:7]([O:6][S:2]([CH3:1])(=[O:4])=[O:3])[CH3:21]. The catalyst class is: 28. (8) Reactant: C=O.[CH2:3]([OH:5])[CH3:4].OC[CH2:8][NH:9][CH2:10][C:11]([NH:13][C:14]1[CH:23]=[C:22]2[C:17]([CH:18]=[C:19]([C:25]3[CH:30]=[CH:29][CH:28]=[CH:27][C:26]=3[C:31]([F:34])([F:33])[F:32])[NH:20][C:21]2=[O:24])=[CH:16][CH:15]=1)=[O:12]. Product: [OH:5][CH2:3][CH2:4][N:9]1[CH2:10][C:11](=[O:12])[N:13]([C:14]2[CH:23]=[C:22]3[C:17]([CH:18]=[C:19]([C:25]4[CH:30]=[CH:29][CH:28]=[CH:27][C:26]=4[C:31]([F:34])([F:33])[F:32])[NH:20][C:21]3=[O:24])=[CH:16][CH:15]=2)[CH2:8]1. The catalyst class is: 6. (9) Product: [CH2:9]([O:16][C:17]([N:19]1[CH2:24][CH2:23][CH2:22][C:21]([OH:25])([C:1]2[CH:6]=[CH:5][CH:4]=[CH:3][CH:2]=2)[CH2:20]1)=[O:18])[C:10]1[CH:15]=[CH:14][CH:13]=[CH:12][CH:11]=1. The catalyst class is: 1. Reactant: [C:1]1([Mg]Br)[CH:6]=[CH:5][CH:4]=[CH:3][CH:2]=1.[CH2:9]([O:16][C:17]([N:19]1[CH2:24][CH2:23][CH2:22][C:21](=[O:25])[CH2:20]1)=[O:18])[C:10]1[CH:15]=[CH:14][CH:13]=[CH:12][CH:11]=1.